From a dataset of HIV replication inhibition screening data with 41,000+ compounds from the AIDS Antiviral Screen. Binary Classification. Given a drug SMILES string, predict its activity (active/inactive) in a high-throughput screening assay against a specified biological target. (1) The drug is CC(OCc1ccccc1)C1OC2(C)CCC(=O)C1O2. The result is 0 (inactive). (2) The molecule is [O+]#C[Mo]12(C#[O+])(C#[O+])[PH](CCP(c3ccccc3)c3ccccc3)(c3ccccc3)CC[PH]1(c1ccccc1)CC[PH]2(c1ccccc1)c1ccccc1. The result is 0 (inactive). (3) The molecule is CC(=O)OC1CCC2C3CCC4=CC(=NOCCN(C)C)CCC4(C)C3CCC12C.O=C(O)C(=O)O. The result is 0 (inactive). (4) The compound is NC1=C(c2ccccc2)C(=O)c2ccccc21. The result is 0 (inactive). (5) The compound is O=S(=O)(O)c1cc(N=Nc2c(O)ccc3ccccc23)ccc1C=Cc1ccc(N=Nc2c(O)ccc3ccccc23)cc1S(=O)(=O)O.[NaH]. The result is 0 (inactive). (6) The compound is Cc1ccccc1C=Cc1csnn1. The result is 0 (inactive). (7) The compound is COc1ccc2c3c([n+](C)cc2c1OC)-c1cc2c(cc1C3)OCO2.O=[N+]([O-])O. The result is 0 (inactive). (8) The drug is Cc1nc(-c2ccccc2)cn2c1nc1ccccc12. The result is 0 (inactive).